This data is from Forward reaction prediction with 1.9M reactions from USPTO patents (1976-2016). The task is: Predict the product of the given reaction. (1) Given the reactants [Cl:1][C:2]1[CH:3]=[CH:4][C:5]([C:24]#[N:25])=[C:6]([C:8]2[C:13]([O:14][CH3:15])=[CH:12][N:11]([CH:16]([CH2:20][C:21]#[CH:22])[C:17](O)=[O:18])[C:10](=[O:23])[CH:9]=2)[CH:7]=1.[NH2:26][C:27]1[CH:39]=[CH:38][C:30]([C:31]([O:33][C:34]([CH3:37])([CH3:36])[CH3:35])=[O:32])=[CH:29][CH:28]=1, predict the reaction product. The product is: [Cl:1][C:2]1[CH:3]=[CH:4][C:5]([C:24]#[N:25])=[C:6]([C:8]2[C:13]([O:14][CH3:15])=[CH:12][N:11]([CH:16]([CH2:20][C:21]#[CH:22])[C:17]([NH:26][C:27]3[CH:39]=[CH:38][C:30]([C:31]([O:33][C:34]([CH3:35])([CH3:36])[CH3:37])=[O:32])=[CH:29][CH:28]=3)=[O:18])[C:10](=[O:23])[CH:9]=2)[CH:7]=1. (2) Given the reactants [CH:1]12[CH2:7][CH:4]([CH:5]=[CH:6]1)[CH2:3][CH:2]2[C:8]([OH:10])=[O:9].[C:11]1(=[O:17])[O:16][C:14](=[O:15])[CH:13]=[CH:12]1.CC(N=NC(C#N)(C)C)(C#N)C, predict the reaction product. The product is: [CH:1]12[CH2:7][CH:4]([CH:5]=[CH:6]1)[CH2:3][CH:2]2[C:8]([OH:10])=[O:9].[C:14]1(=[O:15])[O:16][C:11](=[O:17])[CH:12]=[CH:13]1. (3) Given the reactants I[C:2]1[CH:7]=[CH:6][C:5]([NH2:8])=[C:4]([CH3:9])[CH:3]=1.[C:10]([C:12]1[CH:17]=[CH:16][CH:15]=[CH:14][CH:13]=1)#[CH:11].C(N)CCC, predict the reaction product. The product is: [CH3:9][C:4]1[CH:3]=[C:2]([C:11]#[C:10][C:12]2[CH:17]=[CH:16][CH:15]=[CH:14][CH:13]=2)[CH:7]=[CH:6][C:5]=1[NH2:8]. (4) Given the reactants [N:1]([C@H:4]1[CH2:8][N:7]([C:9]([O:11][C:12]([CH3:15])([CH3:14])[CH3:13])=[O:10])[C@@H:6]([CH2:16][C:17]#[N:18])[CH2:5]1)=[N+]=[N-], predict the reaction product. The product is: [NH2:1][C@H:4]1[CH2:8][N:7]([C:9]([O:11][C:12]([CH3:13])([CH3:14])[CH3:15])=[O:10])[C@@H:6]([CH2:16][C:17]#[N:18])[CH2:5]1. (5) The product is: [Cl:1][C:2]1[CH:7]=[CH:6][C:5]([CH:8]([C:28]2[CH:29]=[CH:30][C:25]([S:22]([CH3:21])(=[O:24])=[O:23])=[CH:26][CH:27]=2)[CH2:9][C:10]([C:12]2[CH:13]=[CH:14][C:15](=[O:19])[N:16]([CH3:18])[CH:17]=2)=[O:11])=[C:4]([CH3:20])[CH:3]=1. Given the reactants [Cl:1][C:2]1[CH:7]=[CH:6][C:5](/[CH:8]=[CH:9]/[C:10]([C:12]2[CH:13]=[CH:14][C:15](=[O:19])[N:16]([CH3:18])[CH:17]=2)=[O:11])=[C:4]([CH3:20])[CH:3]=1.[CH3:21][S:22]([C:25]1[CH:30]=[CH:29][C:28](B(O)O)=[CH:27][CH:26]=1)(=[O:24])=[O:23].C(=O)([O-])O.[Na+], predict the reaction product. (6) Given the reactants [F:1][C:2]([F:31])([F:30])[C:3]1[CH:29]=[CH:28][CH:27]=[CH:26][C:4]=1[C:5]([C:7]1[N:11]2[CH2:12][CH2:13][CH2:14][CH2:15][C:10]2=[C:9]([C:16]2[CH:25]=[CH:24][C:19]([C:20]([O:22]C)=[O:21])=[CH:18][CH:17]=2)[N:8]=1)=[O:6].[Li+].[OH-], predict the reaction product. The product is: [F:31][C:2]([F:1])([F:30])[C:3]1[CH:29]=[CH:28][CH:27]=[CH:26][C:4]=1[C:5]([C:7]1[N:11]2[CH2:12][CH2:13][CH2:14][CH2:15][C:10]2=[C:9]([C:16]2[CH:25]=[CH:24][C:19]([C:20]([OH:22])=[O:21])=[CH:18][CH:17]=2)[N:8]=1)=[O:6]. (7) Given the reactants [C:1]([O:5][C:6]([N:8]1[CH2:13][CH2:12][N:11]([C:14]2[CH:19]=[CH:18][C:17]([C:20]3[CH:21]=[C:22]4[C:28](I)=[C:27]([CH:30]5[CH2:32][CH2:31]5)[N:26]([C:33]([O:35][C:36]([CH3:39])([CH3:38])[CH3:37])=[O:34])[C:23]4=[N:24][CH:25]=3)=[CH:16][CH:15]=2)[CH2:10][CH2:9]1)=[O:7])([CH3:4])([CH3:3])[CH3:2].[F:40][C:41]1[CH:42]=[C:43]([CH:61]=[CH:62][CH:63]=1)[CH2:44][N:45]1[C:49]([CH3:50])=[C:48](B2OC(C)(C)C(C)(C)O2)[C:47]([CH3:60])=[N:46]1.C(=O)([O-])[O-].[Na+].[Na+], predict the reaction product. The product is: [C:1]([O:5][C:6]([N:8]1[CH2:13][CH2:12][N:11]([C:14]2[CH:19]=[CH:18][C:17]([C:20]3[CH:21]=[C:22]4[C:28]([C:48]5[C:47]([CH3:60])=[N:46][N:45]([CH2:44][C:43]6[CH:61]=[CH:62][CH:63]=[C:41]([F:40])[CH:42]=6)[C:49]=5[CH3:50])=[C:27]([CH:30]5[CH2:32][CH2:31]5)[N:26]([C:33]([O:35][C:36]([CH3:39])([CH3:38])[CH3:37])=[O:34])[C:23]4=[N:24][CH:25]=3)=[CH:16][CH:15]=2)[CH2:10][CH2:9]1)=[O:7])([CH3:4])([CH3:3])[CH3:2].